Predict the reactants needed to synthesize the given product. From a dataset of Full USPTO retrosynthesis dataset with 1.9M reactions from patents (1976-2016). (1) Given the product [NH2:12][C@@H:8]([C:5]1[CH:6]=[CH:7][C:2]([C:21]2[CH:26]=[CH:25][C:24]([C:27]3([C:30]([NH2:32])=[O:31])[CH2:29][CH2:28]3)=[CH:23][CH:22]=2)=[CH:3][CH:4]=1)[CH:9]([F:11])[F:10], predict the reactants needed to synthesize it. The reactants are: Br[C:2]1[CH:7]=[CH:6][C:5]([C@H:8]([NH2:12])[CH:9]([F:11])[F:10])=[CH:4][CH:3]=1.CC1(C)C(C)(C)OB([C:21]2[CH:26]=[CH:25][C:24]([C:27]3([C:30]([NH2:32])=[O:31])[CH2:29][CH2:28]3)=[CH:23][CH:22]=2)O1.C(=O)([O-])[O-].[Na+].[Na+]. (2) The reactants are: [C:1]([O:4][CH2:5][C@@H:6]1[C@@H:11]([O:12][C:13](=[O:15])[CH3:14])[C@H:10]([O:16][C:17](=[O:19])[CH3:18])[C@@H:9]([O:20][C:21](=[O:23])[CH3:22])[C@H:8]([N:24]2[C:32]3[C:27](=[C:28]([CH3:33])[CH:29]=[CH:30][CH:31]=3)[C:26]([CH:34]([C:36]3[CH:41]=[CH:40][C:39]([Br:42])=[CH:38][CH:37]=3)[OH:35])=[CH:25]2)[O:7]1)(=[O:3])[CH3:2].C([SiH](CC)CC)C.B(F)(F)F.CCOCC.C(=O)(O)[O-].[Na+]. Given the product [C:1]([O:4][CH2:5][C@@H:6]1[C@@H:11]([O:12][C:13](=[O:15])[CH3:14])[C@H:10]([O:16][C:17](=[O:19])[CH3:18])[C@@H:9]([O:20][C:21](=[O:23])[CH3:22])[C@H:8]([N:24]2[C:32]3[C:27](=[C:28]([CH3:33])[CH:29]=[CH:30][CH:31]=3)[C:26]([C:34](=[O:35])[C:36]3[CH:41]=[CH:40][C:39]([Br:42])=[CH:38][CH:37]=3)=[CH:25]2)[O:7]1)(=[O:3])[CH3:2], predict the reactants needed to synthesize it. (3) Given the product [CH:30]1([N:26]2[CH2:27][CH2:28][CH2:29][N:23]([C:21]([C@@H:9]3[CH2:10][C@H:11]([O:13][C:14]4[CH:15]=[CH:16][C:17]([F:20])=[CH:18][CH:19]=4)[CH2:12][NH:8]3)=[O:22])[CH2:24][CH2:25]2)[CH2:31][CH2:32][CH2:33]1, predict the reactants needed to synthesize it. The reactants are: C(OC([N:8]1[CH2:12][C@@H:11]([O:13][C:14]2[CH:19]=[CH:18][C:17]([F:20])=[CH:16][CH:15]=2)[CH2:10][C@H:9]1[C:21]([N:23]1[CH2:29][CH2:28][CH2:27][N:26]([CH:30]2[CH2:33][CH2:32][CH2:31]2)[CH2:25][CH2:24]1)=[O:22])=O)(C)(C)C.FC(F)(F)C(O)=O.